Dataset: Full USPTO retrosynthesis dataset with 1.9M reactions from patents (1976-2016). Task: Predict the reactants needed to synthesize the given product. (1) Given the product [CH2:26]([O:28][C:29](=[O:49])[CH:30]=[C:31]([C:10]1[CH:11]=[C:3]([O:2][CH3:1])[CH:4]=[C:5]2[C:9]=1[NH:8][CH:7]=[CH:6]2)[C:32]1[CH:37]=[CH:36][CH:35]=[CH:34][CH:33]=1)[CH3:27], predict the reactants needed to synthesize it. The reactants are: [CH3:1][O:2][C:3]1[CH:4]=[C:5]2[C:9](=[C:10](Br)[CH:11]=1)[NH:8][CH:7]=[CH:6]2.C(OC(=O)C=CC1C=CC=CN=1)C.[CH2:26]([O:28][C:29](=[O:49])[CH:30]=[C:31](C1C=CC=C2C=1C(C#N)=CN2)[C:32]1[CH:37]=[CH:36][CH:35]=[CH:34][CH:33]=1)[CH3:27]. (2) Given the product [NH2:1][CH:4]([C:6]1[C:7]([O:25][CH3:26])=[C:8]([CH:14]2[CH2:17][N:16]([C:18]([O:20][C:21]([CH3:23])([CH3:22])[CH3:24])=[O:19])[CH2:15]2)[C:9]([F:13])=[C:10]([Cl:12])[CH:11]=1)[CH3:5], predict the reactants needed to synthesize it. The reactants are: [N:1]([CH:4]([C:6]1[C:7]([O:25][CH3:26])=[C:8]([CH:14]2[CH2:17][N:16]([C:18]([O:20][C:21]([CH3:24])([CH3:23])[CH3:22])=[O:19])[CH2:15]2)[C:9]([F:13])=[C:10]([Cl:12])[CH:11]=1)[CH3:5])=[N+]=[N-].CP(C)C. (3) Given the product [C:1]([C:5]1[CH:9]=[C:8]([NH:10][C:11](=[O:19])[O:12][C:13]2[CH:18]=[CH:17][CH:16]=[CH:15][CH:14]=2)[O:7][N:6]=1)([CH3:4])([CH3:3])[CH3:2], predict the reactants needed to synthesize it. The reactants are: [C:1]([C:5]1[CH:9]=[C:8]([NH2:10])[O:7][N:6]=1)([CH3:4])([CH3:3])[CH3:2].[C:11](Cl)(=[O:19])[O:12][C:13]1[CH:18]=[CH:17][CH:16]=[CH:15][CH:14]=1.C(N(CC)CC)C. (4) Given the product [NH2:31][C:29]1[C:28]2[C:23](=[C:24]([OH:32])[CH:25]=[CH:26][CH:27]=2)[N:22]=[C:21]([C:19]([OH:20])=[O:18])[CH:30]=1, predict the reactants needed to synthesize it. The reactants are: COC(C1C=C(O)C2C(=C(N)C=CC=2)N=1)=O.C[O:18][C:19]([C:21]1[CH:30]=[C:29]([NH2:31])[C:28]2[C:23](=[C:24]([OH:32])[CH:25]=[CH:26][CH:27]=2)[N:22]=1)=[O:20].